Predict the product of the given reaction. From a dataset of Forward reaction prediction with 1.9M reactions from USPTO patents (1976-2016). Given the reactants [Br:1][C:2]1[CH:11]=[C:10]2[C:5]([C:6](Cl)=[C:7]([N+:12]([O-:14])=[O:13])[CH:8]=[N:9]2)=[N:4][CH:3]=1.C(N(CC)CC)C.[NH2:23][CH2:24][CH2:25][CH2:26][OH:27].O, predict the reaction product. The product is: [Br:1][C:2]1[CH:11]=[C:10]2[C:5]([C:6]([NH:23][CH2:24][CH2:25][CH2:26][OH:27])=[C:7]([N+:12]([O-:14])=[O:13])[CH:8]=[N:9]2)=[N:4][CH:3]=1.